From a dataset of Full USPTO retrosynthesis dataset with 1.9M reactions from patents (1976-2016). Predict the reactants needed to synthesize the given product. Given the product [C:24]([O:23][C:21]([NH:20][C@H:19]([C:28]([O:30][CH3:31])=[O:29])[CH2:18][C:17]1[CH:32]=[CH:33][C:14]([O:13][C@H:11]2[CH2:12][C@H:9]([OH:8])[CH2:10]2)=[CH:15][CH:16]=1)=[O:22])([CH3:26])([CH3:27])[CH3:25], predict the reactants needed to synthesize it. The reactants are: C([O:8][C@H:9]1[CH2:12][C@H:11]([O:13][C:14]2[CH:33]=[CH:32][C:17]([CH2:18][C@@H:19]([C:28]([O:30][CH3:31])=[O:29])[NH:20][C:21]([O:23][C:24]([CH3:27])([CH3:26])[CH3:25])=[O:22])=[CH:16][CH:15]=2)[CH2:10]1)C1C=CC=CC=1.[H][H].